This data is from Reaction yield outcomes from USPTO patents with 853,638 reactions. The task is: Predict the reaction yield, written as a fraction of the theoretical maximum amount of product (1.0 means a 100% yield; for example, 0.34 means a 34% yield). The reactants are [NH2:1][C:2]1[CH:10]=[C:9]2[C:5]([C:6]([C:11]3[CH:16]=[CH:15][N:14]=[C:13]([CH3:17])[CH:12]=3)=[N:7][NH:8]2)=[CH:4][C:3]=1[C:18]([OH:20])=O.[Cl:21][C:22]1[CH:23]=[C:24]([CH2:28][NH2:29])[CH:25]=[CH:26][CH:27]=1.CN(C(ON1N=NC2C=CC=NC1=2)=[N+](C)C)C.F[P-](F)(F)(F)(F)F.CCN(C(C)C)C(C)C. The catalyst is CN(C=O)C.C(OCC)(=O)C. The product is [NH2:1][C:2]1[CH:10]=[C:9]2[C:5]([C:6]([C:11]3[CH:16]=[CH:15][N:14]=[C:13]([CH3:17])[CH:12]=3)=[N:7][NH:8]2)=[CH:4][C:3]=1[C:18]([NH:29][CH2:28][C:24]1[CH:25]=[CH:26][CH:27]=[C:22]([Cl:21])[CH:23]=1)=[O:20]. The yield is 0.540.